This data is from Reaction yield outcomes from USPTO patents with 853,638 reactions. The task is: Predict the reaction yield, written as a fraction of the theoretical maximum amount of product (1.0 means a 100% yield; for example, 0.34 means a 34% yield). (1) The reactants are [CH2:1]([C:3]([C:25]1[CH:30]=[CH:29][C:28]([OH:31])=[C:27]([CH3:32])[CH:26]=1)([C:6]1[CH:11]=[CH:10][C:9]([C:12]#[C:13][C:14]([OH:23])([C:19]([F:22])([F:21])[F:20])[C:15]([F:18])([F:17])[F:16])=[C:8]([CH3:24])[CH:7]=1)[CH2:4][CH3:5])[CH3:2].[H-].[H-].[H-].[H-].[Li+].[Al+3].[NH4+].[Cl-]. The catalyst is C1COCC1. The product is [CH2:1]([C:3]([C:25]1[CH:30]=[CH:29][C:28]([OH:31])=[C:27]([CH3:32])[CH:26]=1)([C:6]1[CH:11]=[CH:10][C:9](/[CH:12]=[CH:13]/[C:14]([OH:23])([C:19]([F:20])([F:21])[F:22])[C:15]([F:18])([F:17])[F:16])=[C:8]([CH3:24])[CH:7]=1)[CH2:4][CH3:5])[CH3:2]. The yield is 0.800. (2) The reactants are [CH2:1]([N:8](C)[CH:9]1[CH2:14][CH2:13][N:12]([C:15]2[CH:16]=[N:17][C:18]([O:21][CH3:22])=[CH:19][CH:20]=2)[CH2:11][CH2:10]1)C1C=CC=CC=1. The catalyst is CO. The product is [CH3:22][O:21][C:18]1[N:17]=[CH:16][C:15]([N:12]2[CH2:11][CH2:10][CH:9]([NH:8][CH3:1])[CH2:14][CH2:13]2)=[CH:20][CH:19]=1. The yield is 0.780.